From a dataset of Reaction yield outcomes from USPTO patents with 853,638 reactions. Predict the reaction yield, written as a fraction of the theoretical maximum amount of product (1.0 means a 100% yield; for example, 0.34 means a 34% yield). (1) The reactants are C(NC(C)C)(C)C.[Li]CCCC.CCCCCC.[Br:19][C:20]1[CH:25]=[CH:24][CH:23]=[C:22]([F:26])[CH:21]=1.[C:27]1(=[O:33])[CH2:32][CH2:31][CH2:30][CH2:29][CH2:28]1. The catalyst is C1COCC1. The product is [Br:19][C:20]1[CH:25]=[CH:24][CH:23]=[C:22]([F:26])[C:21]=1[C:27]1([OH:33])[CH2:32][CH2:31][CH2:30][CH2:29][CH2:28]1. The yield is 0.290. (2) The reactants are [C:1]([O:5][C:6]([NH:8][CH:9]([C:13]1[CH:18]=[CH:17][CH:16]=[CH:15][CH:14]=1)[C:10]([OH:12])=O)=[O:7])([CH3:4])([CH3:3])[CH3:2].CN1CCOCC1.ClC(OCC(C)C)=O.[CH:34]([C:37]1[CH:43]=[CH:42][C:40]([NH2:41])=[CH:39][CH:38]=1)([CH3:36])[CH3:35]. The catalyst is C1COCC1.ClCCl. The product is [CH:34]([C:37]1[CH:43]=[CH:42][C:40]([NH:41][C:10]([CH:9]([NH:8][C:6](=[O:7])[O:5][C:1]([CH3:2])([CH3:3])[CH3:4])[C:13]2[CH:18]=[CH:17][CH:16]=[CH:15][CH:14]=2)=[O:12])=[CH:39][CH:38]=1)([CH3:36])[CH3:35]. The yield is 0.787.